Dataset: Forward reaction prediction with 1.9M reactions from USPTO patents (1976-2016). Task: Predict the product of the given reaction. (1) Given the reactants [CH3:1][C:2]1[C:7](CC(OC)=O)=[CH:6][CH:5]=[CH:4][C:3]=1[C:13]1[C:18]([CH3:19])=[CH:17][C:16]([O:20][CH2:21][CH2:22][CH2:23][NH:24][S:25]([CH3:28])(=[O:27])=[O:26])=[CH:15][C:14]=1[CH3:29].[OH-].[Na+].C(O)(=O)C[C:34](CC(O)=O)(C(O)=O)[OH:35], predict the reaction product. The product is: [OH:35][CH2:34][C:7]1[C:2]([CH3:1])=[C:3]([C:13]2[C:18]([CH3:19])=[CH:17][C:16]([O:20][CH2:21][CH2:22][CH2:23][NH:24][S:25]([CH3:28])(=[O:27])=[O:26])=[CH:15][C:14]=2[CH3:29])[CH:4]=[CH:5][CH:6]=1. (2) Given the reactants [CH2:1]([O:8][C:9]1[CH:14]=[CH:13][C:12]([C:15]2[N:20]=[CH:19][N:18]=[C:17]([N:21]([C:29]3[CH:34]=[CH:33][CH:32]=[C:31](O)[CH:30]=3)[C@H](C(OCC)=O)C)[CH:16]=2)=[CH:11][CH:10]=1)[C:2]1[CH:7]=[CH:6][CH:5]=[CH:4][CH:3]=1.Cl.Cl[CH2:38][CH2:39]N(C)C.[C:43](=[O:46])([O-])[O-:44].[K+].[K+].[CH3:49][N:50]([CH:52]=O)[CH3:51], predict the reaction product. The product is: [CH2:1]([O:8][C:9]1[CH:14]=[CH:13][C:12]([C:15]2[N:20]=[CH:19][N:18]=[C:17]([NH:21][C@H:29]([C:43]([O:44][CH2:38][CH3:39])=[O:46])[CH2:30][C:31]3[CH:32]=[CH:33][CH:34]=[C:1]([O:8][CH2:9][CH2:52][N:50]([CH3:49])[CH3:51])[CH:2]=3)[CH:16]=2)=[CH:11][CH:10]=1)[C:2]1[CH:7]=[CH:6][CH:5]=[CH:4][CH:3]=1.